Dataset: Peptide-MHC class I binding affinity with 185,985 pairs from IEDB/IMGT. Task: Regression. Given a peptide amino acid sequence and an MHC pseudo amino acid sequence, predict their binding affinity value. This is MHC class I binding data. (1) The peptide sequence is CIPIPSSWA. The MHC is Patr-A0301 with pseudo-sequence Patr-A0301. The binding affinity (normalized) is 0.183. (2) The binding affinity (normalized) is 0.0847. The peptide sequence is SLGDPLHQA. The MHC is HLA-B51:01 with pseudo-sequence HLA-B51:01.